From a dataset of Reaction yield outcomes from USPTO patents with 853,638 reactions. Predict the reaction yield, written as a fraction of the theoretical maximum amount of product (1.0 means a 100% yield; for example, 0.34 means a 34% yield). The reactants are Cl[C:2]1[N:3]([CH2:28][CH2:29][CH3:30])[C:4](=[O:27])[C:5]2[NH:6][C:7]([C:11]3[CH:12]=[N:13][N:14]([CH2:16][C:17]4[CH:22]=[CH:21][CH:20]=[C:19]([C:23]([F:26])([F:25])[F:24])[CH:18]=4)[CH:15]=3)=[N:8][C:9]=2[N:10]=1.[Cl-].[CH:32]1([Zn+])[CH2:34][CH2:33]1. The catalyst is C(Cl)Cl.C1C=CC([P]([Pd]([P](C2C=CC=CC=2)(C2C=CC=CC=2)C2C=CC=CC=2)([P](C2C=CC=CC=2)(C2C=CC=CC=2)C2C=CC=CC=2)[P](C2C=CC=CC=2)(C2C=CC=CC=2)C2C=CC=CC=2)(C2C=CC=CC=2)C2C=CC=CC=2)=CC=1. The product is [CH:32]1([C:2]2[N:3]([CH2:28][CH2:29][CH3:30])[C:4](=[O:27])[C:5]3[NH:6][C:7]([C:11]4[CH:12]=[N:13][N:14]([CH2:16][C:17]5[CH:22]=[CH:21][CH:20]=[C:19]([C:23]([F:26])([F:25])[F:24])[CH:18]=5)[CH:15]=4)=[N:8][C:9]=3[N:10]=2)[CH2:34][CH2:33]1. The yield is 0.230.